From a dataset of Peptide-MHC class I binding affinity with 185,985 pairs from IEDB/IMGT. Regression. Given a peptide amino acid sequence and an MHC pseudo amino acid sequence, predict their binding affinity value. This is MHC class I binding data. The peptide sequence is SMTSDSKSI. The MHC is HLA-A02:01 with pseudo-sequence HLA-A02:01. The binding affinity (normalized) is 0.0335.